Dataset: NCI-60 drug combinations with 297,098 pairs across 59 cell lines. Task: Regression. Given two drug SMILES strings and cell line genomic features, predict the synergy score measuring deviation from expected non-interaction effect. (1) Drug 1: CC(CN1CC(=O)NC(=O)C1)N2CC(=O)NC(=O)C2. Drug 2: CCCCCOC(=O)NC1=NC(=O)N(C=C1F)C2C(C(C(O2)C)O)O. Cell line: ACHN. Synergy scores: CSS=30.5, Synergy_ZIP=-6.95, Synergy_Bliss=-2.48, Synergy_Loewe=-15.6, Synergy_HSA=-3.21. (2) Drug 1: CC(CN1CC(=O)NC(=O)C1)N2CC(=O)NC(=O)C2. Drug 2: C1CNP(=O)(OC1)N(CCCl)CCCl. Cell line: M14. Synergy scores: CSS=6.78, Synergy_ZIP=0.277, Synergy_Bliss=2.15, Synergy_Loewe=-3.54, Synergy_HSA=0.820. (3) Drug 1: C1CCC(C1)C(CC#N)N2C=C(C=N2)C3=C4C=CNC4=NC=N3. Drug 2: C1=CC=C(C=C1)NC(=O)CCCCCCC(=O)NO. Cell line: SNB-75. Synergy scores: CSS=7.03, Synergy_ZIP=4.52, Synergy_Bliss=-0.0484, Synergy_Loewe=-21.2, Synergy_HSA=-3.50. (4) Drug 1: CCC1=CC2CC(C3=C(CN(C2)C1)C4=CC=CC=C4N3)(C5=C(C=C6C(=C5)C78CCN9C7C(C=CC9)(C(C(C8N6C)(C(=O)OC)O)OC(=O)C)CC)OC)C(=O)OC.C(C(C(=O)O)O)(C(=O)O)O. Drug 2: CCC1(C2=C(COC1=O)C(=O)N3CC4=CC5=C(C=CC(=C5CN(C)C)O)N=C4C3=C2)O.Cl. Cell line: SF-295. Synergy scores: CSS=53.5, Synergy_ZIP=-1.77, Synergy_Bliss=-2.22, Synergy_Loewe=1.37, Synergy_HSA=2.00.